Task: Predict the reaction yield, written as a fraction of the theoretical maximum amount of product (1.0 means a 100% yield; for example, 0.34 means a 34% yield).. Dataset: Reaction yield outcomes from USPTO patents with 853,638 reactions (1) The reactants are [C:1]([O:5][C:6](=[O:13])[NH:7][C@H:8]([C:10](=O)[NH2:11])[CH3:9])([CH3:4])([CH3:3])[CH3:2].F[B-](F)(F)F.C([O+](CC)CC)C.[F:26][C:27]1[C:28]([CH3:41])=[C:29]([NH:34][C:35]2[CH:40]=[CH:39][CH:38]=[CH:37][N:36]=2)[C:30](N)=[CH:31][CH:32]=1. The catalyst is C(Cl)Cl. The product is [C:1]([O:5][C:6](=[O:13])[NH:7][C@H:8]([C:10]1[N:34]([C:35]2[CH:40]=[CH:39][CH:38]=[CH:37][N:36]=2)[C:29]2[C:28]([CH3:41])=[C:27]([F:26])[CH:32]=[CH:31][C:30]=2[N:11]=1)[CH3:9])([CH3:4])([CH3:3])[CH3:2]. The yield is 0.760. (2) The yield is 0.850. The product is [N:13]([C:7]1[CH:6]=[C:5]2[N:10]([C:2]([CH3:12])([CH3:1])[CH2:3][CH2:4]2)[C:9](=[O:11])[CH:8]=1)=[N+:14]=[N-:15]. The catalyst is C1(C)C=CC=CC=1. The reactants are [CH3:1][C:2]1([CH3:12])[N:10]2[CH:5]([CH2:6][CH:7]=[CH:8][C:9]2=[O:11])[CH2:4][CH2:3]1.[N:13]([Si](C)(C)C)=[N+:14]=[N-:15].CC(O)=O.C1CCN2C(=NCCC2)CC1. (3) The reactants are [N:1]([CH:4]1[CH2:11][CH2:10][CH:9](Br)[CH:8]2[N:13]([CH2:14][C:15]3[CH:20]=[CH:19][CH:18]=[CH:17][CH:16]=3)[CH:5]1[CH2:6][CH2:7]2)=[N+]=[N-].C1(P(C2C=CC=CC=2)C2C=CC=CC=2)C=CC=CC=1.O. The catalyst is C1COCC1. The product is [CH2:14]([N:13]1[CH:5]2[CH2:6][CH2:7][CH:8]1[CH:9]1[NH:1][CH:4]2[CH2:11][CH2:10]1)[C:15]1[CH:20]=[CH:19][CH:18]=[CH:17][CH:16]=1. The yield is 0.910. (4) The reactants are [C:1]([O:5][C:6]([N:8]1[CH2:13][CH2:12][CH:11]([OH:14])[CH2:10][CH2:9]1)=[O:7])([CH3:4])([CH3:3])[CH3:2].[H-].[Na+].[Cl:17][C:18]1[CH:23]=[CH:22][CH:21]=[C:20](Cl)[N:19]=1. The catalyst is C1COCC1. The product is [Cl:17][C:18]1[N:19]=[C:20]([O:14][CH:11]2[CH2:12][CH2:13][N:8]([C:6]([O:5][C:1]([CH3:4])([CH3:2])[CH3:3])=[O:7])[CH2:9][CH2:10]2)[CH:21]=[CH:22][CH:23]=1. The yield is 0.480. (5) The reactants are [Cl:1][C:2]1[CH:7]=[CH:6][CH:5]=[CH:4][C:3]=1[S:8]([N:11]1[CH2:16][CH2:15][N:14]([C:17]2[CH:25]=[CH:24][CH:23]=[CH:22][C:18]=2[C:19](O)=[O:20])[CH2:13][CH2:12]1)(=[O:10])=[O:9].CC[N:28]=C=NCCCN(C)C.C1C=CC2N(O)N=NC=2C=1.C([O-])=O.[NH4+]. The catalyst is CN(C=O)C. The product is [Cl:1][C:2]1[CH:7]=[CH:6][CH:5]=[CH:4][C:3]=1[S:8]([N:11]1[CH2:16][CH2:15][N:14]([C:17]2[CH:25]=[CH:24][CH:23]=[CH:22][C:18]=2[C:19]([NH2:28])=[O:20])[CH2:13][CH2:12]1)(=[O:10])=[O:9]. The yield is 0.370. (6) The reactants are Cl[C:2]1[N:7]=[CH:6][C:5]([Cl:8])=[CH:4][N:3]=1.[CH3:9][C:10]1[CH:11]=[C:12]([CH:14]=[C:15]([C:17]2[S:21][CH:20]=[N:19][CH:18]=2)[CH:16]=1)[NH2:13].CC1(C)C2C(=C(P(C3C=CC=CC=3)C3C=CC=CC=3)C=CC=2)OC2C(P(C3C=CC=CC=3)C3C=CC=CC=3)=CC=CC1=2.C(=O)([O-])[O-].[Cs+].[Cs+]. The catalyst is [Cl-].[Na+].O.O. The product is [Cl:8][C:5]1[CH:4]=[N:3][C:2]([NH:13][C:12]2[CH:14]=[C:15]([C:17]3[S:21][CH:20]=[N:19][CH:18]=3)[CH:16]=[C:10]([CH3:9])[CH:11]=2)=[N:7][CH:6]=1. The yield is 0.730. (7) The reactants are [CH:1]([NH:3][C:4]1[CH:9]=[CH:8][CH:7]=[CH:6][CH:5]=1)=O.P12(SP3(SP(SP(S3)(S1)=S)(=S)S2)=S)=[S:11].[Cl:24][CH2:25][CH2:26][C:27](=O)[CH3:28].C([O-])([O-])=O.[Na+].[Na+]. The catalyst is O1CCOCC1.O. The product is [Cl-:24].[C:4]1([N+:3]2[C:26]([CH3:25])=[C:27]([CH3:28])[S:11][CH:1]=2)[CH:9]=[CH:8][CH:7]=[CH:6][CH:5]=1. The yield is 0.110. (8) The yield is 0.380. The reactants are [CH3:1][O:2][C:3]1[CH:4]=[CH:5][CH:6]=[C:7]2[C:12]=1[CH:11]=[N:10][C:9]([C:13]([OH:15])=O)=[CH:8]2.[NH:16]1[CH:20]=[CH:19][N:18]=[C:17]1[NH:21][C:22]([C:24]1[C:32]2[NH:31][C:30]([NH2:33])=[N:29][C:28]=2[CH:27]=[CH:26][CH:25]=1)=[O:23].CN(C(ON1N=NC2C=CC=CC1=2)=[N+](C)C)C.F[P-](F)(F)(F)(F)F.CCN(C(C)C)C(C)C. The product is [NH:18]1[CH:19]=[CH:20][N:16]=[C:17]1[NH:21][C:22]([C:24]1[C:32]2[N:31]=[C:30]([NH:33][C:13]([C:9]3[N:10]=[CH:11][C:12]4[C:7]([CH:8]=3)=[CH:6][CH:5]=[CH:4][C:3]=4[O:2][CH3:1])=[O:15])[NH:29][C:28]=2[CH:27]=[CH:26][CH:25]=1)=[O:23]. The catalyst is CN(C=O)C.